Dataset: Catalyst prediction with 721,799 reactions and 888 catalyst types from USPTO. Task: Predict which catalyst facilitates the given reaction. (1) Reactant: [F:1][CH:2]([F:15])[C:3]1[CH:8]=[CH:7][C:6]([C:9]2[O:13][CH:12]=[N:11][C:10]=2[CH3:14])=[CH:5][CH:4]=1.[Li+].C[Si]([N-][Si](C)(C)C)(C)C.[Cl:26]C(Cl)(Cl)C(Cl)(Cl)Cl. Product: [Cl:26][C:12]1[O:13][C:9]([C:6]2[CH:5]=[CH:4][C:3]([CH:2]([F:1])[F:15])=[CH:8][CH:7]=2)=[C:10]([CH3:14])[N:11]=1. The catalyst class is: 1. (2) Reactant: [C:1]([C:5]1[CH:6]=[CH:7][C:8]2[O:12][C:11]([C:13]3[CH:14]=[C:15]([CH2:22][OH:23])[CH:16]=[C:17]([N+:19]([O-:21])=[O:20])[CH:18]=3)=[N:10][C:9]=2[CH:24]=1)([CH3:4])([CH3:3])[CH3:2].C1C=CC(P(C2C=CC=CC=2)C2C=CC=CC=2)=CC=1.[Cl:44][C:45]1[CH:46]=[C:47](O)[CH:48]=[CH:49][CH:50]=1.N(C(OC(C)C)=O)=NC(OC(C)C)=O. Product: [C:1]([C:5]1[CH:6]=[CH:7][C:8]2[O:12][C:11]([C:13]3[CH:18]=[C:17]([N+:19]([O-:21])=[O:20])[CH:16]=[C:15]([CH2:22][O:23][C:49]4[CH:48]=[CH:47][CH:46]=[C:45]([Cl:44])[CH:50]=4)[CH:14]=3)=[N:10][C:9]=2[CH:24]=1)([CH3:4])([CH3:2])[CH3:3]. The catalyst class is: 1. (3) Reactant: ON1[C:6]2N=C[CH:9]=[CH:10][C:5]=2[N:4]=N1.Cl.CN(C)CCCN=[C:18]=[N:19][CH2:20][CH3:21].[CH3:23][NH:24][CH3:25].[CH2:26]1[CH2:30][O:29][CH2:28][CH2:27]1.[C:31](=O)([O-])[O-].[K+].[K+]. Product: [NH2:4][C:5]1[CH:6]=[CH:30][C:26]([C@H:27]([N:19]([CH:20]([CH3:21])[CH3:31])[CH3:18])[C:28]([N:24]([CH3:25])[CH3:23])=[O:29])=[CH:9][CH:10]=1. The catalyst class is: 136. (4) Reactant: C1(S)C=CC=CC=1.C[O:9][C:10]1[CH:15]=[C:14]([C:16]2[N:17]=[CH:18][N:19]([CH2:21][O:22][CH2:23][CH2:24][Si:25]([CH3:28])([CH3:27])[CH3:26])[CH:20]=2)[CH:13]=[CH:12][C:11]=1[C:29]1[N:34]=[N:33][C:32]([N:35]([CH3:46])[CH:36]2[CH2:41][C:40]([CH3:43])([CH3:42])[NH:39][C:38]([CH3:45])([CH3:44])[CH2:37]2)=[CH:31][CH:30]=1.C([O-])([O-])=O.[K+].[K+]. Product: [CH3:46][N:35]([CH:36]1[CH2:37][C:38]([CH3:45])([CH3:44])[NH:39][C:40]([CH3:43])([CH3:42])[CH2:41]1)[C:32]1[N:33]=[N:34][C:29]([C:11]2[CH:12]=[CH:13][C:14]([C:16]3[N:17]=[CH:18][N:19]([CH2:21][O:22][CH2:23][CH2:24][Si:25]([CH3:27])([CH3:28])[CH3:26])[CH:20]=3)=[CH:15][C:10]=2[OH:9])=[CH:30][CH:31]=1. The catalyst class is: 37. (5) Reactant: Cl.Cl[CH2:3][C:4]1[N:5]([CH2:18][C:19]2[CH:24]=[CH:23][CH:22]=[CH:21][CH:20]=2)[C:6]2[C:15]3[CH:14]=[CH:13][CH:12]=[CH:11][C:10]=3[N:9]=[C:8]([NH2:16])[C:7]=2[N:17]=1.[CH3:25][NH:26][CH2:27][CH2:28][OH:29]. Product: [OH2:29].[NH2:16][C:8]1[C:7]2[N:17]=[C:4]([CH2:3][N:26]([CH2:27][CH2:28][OH:29])[CH3:25])[N:5]([CH2:18][C:19]3[CH:24]=[CH:23][CH:22]=[CH:21][CH:20]=3)[C:6]=2[C:15]2[CH:14]=[CH:13][CH:12]=[CH:11][C:10]=2[N:9]=1.[NH2:16][C:8]1[C:7]2[N:17]=[C:4]([CH2:3][N:26]([CH3:25])[CH2:27][CH2:28][OH:29])[N:5]([CH2:18][C:19]3[CH:24]=[CH:23][CH:22]=[CH:21][CH:20]=3)[C:6]=2[C:15]2[CH:14]=[CH:13][CH:12]=[CH:11][C:10]=2[N:9]=1. The catalyst class is: 6. (6) Reactant: [F:1][C:2]1[CH:7]=[CH:6][C:5]([C:8]2[N:12]=[N:11][N:10]([CH3:13])[C:9]=2[CH2:14][O:15][C:16]2[N:17]=[CH:18][C:19]([C:22](O)=[O:23])=[N:20][CH:21]=2)=[CH:4][CH:3]=1.CN(C(O[N:33]1N=N[C:35]2C=CC=[CH:39][C:34]1=2)=[N+](C)C)C.[B-](F)(F)(F)F.CCN(C(C)C)C(C)C.C(N)(C)C. Product: [CH:34]([NH:33][C:22]([C:19]1[CH:18]=[N:17][C:16]([O:15][CH2:14][C:9]2[N:10]([CH3:13])[N:11]=[N:12][C:8]=2[C:5]2[CH:4]=[CH:3][C:2]([F:1])=[CH:7][CH:6]=2)=[CH:21][N:20]=1)=[O:23])([CH3:39])[CH3:35]. The catalyst class is: 3.